From a dataset of Forward reaction prediction with 1.9M reactions from USPTO patents (1976-2016). Predict the product of the given reaction. (1) Given the reactants [C:1]([C:4]1[C:9]([F:10])=[C:8](O)[C:7]([NH:12][C:13]([CH:15]2[CH2:17][CH2:16]2)=[O:14])=[C:6]([C:18]#[N:19])[C:5]=1[CH3:20])(=[O:3])[CH3:2].C1(C)C=CC(S([O-])(=O)=O)=CC=1.[NH+]1C=CC=CC=1, predict the reaction product. The product is: [C:1]([C:4]1[C:9]([F:10])=[C:8]2[O:14][C:13]([CH:15]3[CH2:17][CH2:16]3)=[N:12][C:7]2=[C:6]([C:18]#[N:19])[C:5]=1[CH3:20])(=[O:3])[CH3:2]. (2) The product is: [ClH:15].[CH3:1][O:2][C:3]1[CH:4]=[C:5]([CH:8]=[C:9]([O:13][CH3:14])[C:10]=1[O:11][CH3:12])[CH2:6][C:21]1[C:30]2[C:25](=[CH:26][C:27]([O:31][CH2:32][CH3:33])=[CH:28][CH:29]=2)[CH:24]=[N:23][CH:22]=1. Given the reactants [CH3:1][O:2][C:3]1[CH:4]=[C:5]([CH:8]=[C:9]([O:13][CH3:14])[C:10]=1[O:11][CH3:12])[CH:6]=O.[ClH:15].CO.C(O[CH:21](OCC)[CH2:22][NH:23][CH2:24][C:25]1[CH:30]=[CH:29][CH:28]=[C:27]([O:31][CH2:32][CH3:33])[CH:26]=1)C, predict the reaction product. (3) Given the reactants Cl.[NH2:2][C@@H:3]1[CH2:7][CH2:6][N:5]([C:8]2[CH:13]=[CH:12][C:11]([N:14]3[CH2:18][C@H:17]([CH2:19][N:20]([C:29]4[CH:33]=[CH:32][O:31][N:30]=4)[C:21]([O:23][CH2:24][C:25]([Cl:28])([Cl:27])[Cl:26])=[O:22])[O:16][C:15]3=[O:34])=[CH:10][C:9]=2[F:35])[CH2:4]1.Cl[C:37]([O:39][CH3:40])=[O:38], predict the reaction product. The product is: [CH3:40][O:39][C:37]([NH:2][C@@H:3]1[CH2:7][CH2:6][N:5]([C:8]2[CH:13]=[CH:12][C:11]([N:14]3[CH2:18][C@H:17]([CH2:19][N:20]([C:29]4[CH:33]=[CH:32][O:31][N:30]=4)[C:21]([O:23][CH2:24][C:25]([Cl:28])([Cl:26])[Cl:27])=[O:22])[O:16][C:15]3=[O:34])=[CH:10][C:9]=2[F:35])[CH2:4]1)=[O:38]. (4) Given the reactants [CH2:1]([O:5][CH2:6][CH2:7][O:8][C:9]1[CH:14]=[CH:13][C:12]([C:15]2[CH:16]=[CH:17][C:18]3[N:24]([CH:25]=[O:26])[CH2:23][CH2:22][C:21]([C:27]([NH:29][C:30]4[CH:35]=[CH:34][C:33]([C@@H:36]([OH:43])[C:37]5[CH:42]=[CH:41][CH:40]=[CH:39][N:38]=5)=[CH:32][CH:31]=4)=[O:28])=[CH:20][C:19]=3[CH:44]=2)=[CH:11][CH:10]=1)[CH2:2][CH2:3][CH3:4].ClC1C=CC=C(C(OO)=[O:53])C=1.S([O-])([O-])(=O)=S.[Na+].[Na+], predict the reaction product. The product is: [CH2:1]([O:5][CH2:6][CH2:7][O:8][C:9]1[CH:10]=[CH:11][C:12]([C:15]2[CH:16]=[CH:17][C:18]3[N:24]([CH:25]=[O:26])[CH2:23][CH2:22][C:21]([C:27]([NH:29][C:30]4[CH:31]=[CH:32][C:33]([C@@H:36]([OH:43])[C:37]5[CH:42]=[CH:41][CH:40]=[CH:39][N+:38]=5[O-:53])=[CH:34][CH:35]=4)=[O:28])=[CH:20][C:19]=3[CH:44]=2)=[CH:13][CH:14]=1)[CH2:2][CH2:3][CH3:4]. (5) Given the reactants [Br:1][C:2]1[CH:7]=[CH:6][C:5]([CH2:8][C:9]([OH:11])=O)=[C:4]([F:12])[CH:3]=1.[NH:13]1[CH2:17][CH2:16][CH2:15][CH2:14]1.C(N(CC)C(C)C)(C)C.CN(C(ON1N=NC2C=CC=NC1=2)=[N+](C)C)C.F[P-](F)(F)(F)(F)F, predict the reaction product. The product is: [Br:1][C:2]1[CH:7]=[CH:6][C:5]([CH2:8][C:9]([N:13]2[CH2:17][CH2:16][CH2:15][CH2:14]2)=[O:11])=[C:4]([F:12])[CH:3]=1.